From a dataset of Forward reaction prediction with 1.9M reactions from USPTO patents (1976-2016). Predict the product of the given reaction. (1) Given the reactants [F:1][C:2]1[CH:7]=[CH:6][C:5]([C:8]2[C:13]([C:14]([O:16][CH3:17])=[O:15])=[C:12]([CH:18]([CH3:20])[CH3:19])[N:11]=[C:10](O)[N:9]=2)=[CH:4][CH:3]=1.C(#N)C.C1(C)C=CC(S(Cl)(=O)=O)=CC=1.[CH3:36][NH:37][S:38]([CH3:41])(=[O:40])=[O:39], predict the reaction product. The product is: [F:1][C:2]1[CH:7]=[CH:6][C:5]([C:8]2[C:13]([C:14]([O:16][CH3:17])=[O:15])=[C:12]([CH:18]([CH3:20])[CH3:19])[N:11]=[C:10]([N:37]([CH3:36])[S:38]([CH3:41])(=[O:40])=[O:39])[N:9]=2)=[CH:4][CH:3]=1. (2) Given the reactants [NH2:1][C@@H:2]([CH3:5])[CH2:3][OH:4].I[CH2:7][CH2:8][CH2:9][CH2:10][CH2:11]I.C(=O)([O-])[O-].[Na+].[Na+], predict the reaction product. The product is: [N:1]1([C@@H:2]([CH3:5])[CH2:3][OH:4])[CH2:11][CH2:10][CH2:9][CH2:8][CH2:7]1. (3) Given the reactants C(=O)([O-])[O-].[K+].[K+].[CH3:7][N:8]([CH3:43])[C:9]1[C:18]2[C:13](=[CH:14][CH:15]=[C:16]([NH:19][C:20]3[N:25]=[C:24]([NH:26][C:27]4[CH:28]=[C:29]5[C:34](=[CH:35][CH:36]=4)[N:33]=[C:32]([CH3:37])[CH:31]=[C:30]5[N:38]([CH3:40])[CH3:39])[N:23]=[C:22](Cl)[N:21]=3)[CH:17]=2)[N:12]=[C:11]([CH3:42])[CH:10]=1.[CH3:44][N:45]([CH3:50])[CH2:46][CH2:47][CH2:48][NH2:49], predict the reaction product. The product is: [CH3:7][N:8]([CH3:43])[C:9]1[C:18]2[C:13](=[CH:14][CH:15]=[C:16]([NH:19][C:20]3[N:25]=[C:24]([NH:26][C:27]4[CH:28]=[C:29]5[C:34](=[CH:35][CH:36]=4)[N:33]=[C:32]([CH3:37])[CH:31]=[C:30]5[N:38]([CH3:40])[CH3:39])[N:23]=[C:22]([NH:49][CH2:48][CH2:47][CH2:46][N:45]([CH3:50])[CH3:44])[N:21]=3)[CH:17]=2)[N:12]=[C:11]([CH3:42])[CH:10]=1. (4) Given the reactants [CH3:1][CH:2]([CH3:6])[C:3](Cl)=[O:4].[F:7][C:8]1[CH:13]=[CH:12][CH:11]=[CH:10][C:9]=1[S:14][C:15]1[C:23]2[C:18](=[CH:19][CH:20]=[CH:21][CH:22]=2)[N:17]([C:24]2[N:29]=[C:28]([NH2:30])[C:27]([NH2:31])=[C:26]([NH2:32])[N:25]=2)[N:16]=1, predict the reaction product. The product is: [NH2:32][C:26]1[C:27]([NH:31][C:3](=[O:4])[CH:2]([CH3:6])[CH3:1])=[C:28]([NH2:30])[N:29]=[C:24]([N:17]2[C:18]3[C:23](=[CH:22][CH:21]=[CH:20][CH:19]=3)[C:15]([S:14][C:9]3[CH:10]=[CH:11][CH:12]=[CH:13][C:8]=3[F:7])=[N:16]2)[N:25]=1. (5) Given the reactants [F:1][C:2]1[CH:7]=[CH:6][C:5]([F:8])=[CH:4][C:3]=1[CH:9]([S:23][C:24]1[CH:29]=[CH:28][C:27]([F:30])=[CH:26][CH:25]=1)[C:10]1[C:11]([CH3:22])=[CH:12][C:13]([C:16]([NH:18][CH2:19][CH2:20][OH:21])=[O:17])=[N:14][CH:15]=1.ClC1C=CC=C(C(OO)=[O:39])C=1, predict the reaction product. The product is: [F:1][C:2]1[CH:7]=[CH:6][C:5]([F:8])=[CH:4][C:3]=1[CH:9]([S:23]([C:24]1[CH:25]=[CH:26][C:27]([F:30])=[CH:28][CH:29]=1)=[O:39])[C:10]1[C:11]([CH3:22])=[CH:12][C:13]([C:16]([NH:18][CH2:19][CH2:20][OH:21])=[O:17])=[N:14][CH:15]=1. (6) The product is: [Cl:49][C:50]1[N:51]=[C:52]([S:57][CH3:58])[N:53]=[C:54]([NH:43][C:44]2[S:45][CH:46]=[CH:47][N:48]=2)[CH:55]=1. Given the reactants CC1(C)C2C=CC=C(P(C3C=CC=CC=3)C3C=CC=CC=3)C=2OC2C1=CC=CC=2P(C1C=CC=CC=1)C1C=CC=CC=1.[NH2:43][C:44]1[S:45][CH:46]=[CH:47][N:48]=1.[Cl:49][C:50]1[CH:55]=[C:54](Cl)[N:53]=[C:52]([S:57][CH3:58])[N:51]=1.C(=O)([O-])[O-].[Cs+].[Cs+], predict the reaction product. (7) Given the reactants [CH3:1][C:2]1[C:7]([CH:8]([C:13]2[C:21]3[C:16](=[CH:17][C:18]([N:22]4[CH2:27][CH2:26][O:25][CH2:24][CH2:23]4)=[CH:19][CH:20]=3)[NH:15][CH:14]=2)[CH2:9][N+:10]([O-])=O)=[CH:6][CH:5]=[CH:4][C:3]=1[NH:28][C:29](=[O:38])[O:30][CH2:31][C:32]1[CH:37]=[CH:36][CH:35]=[CH:34][CH:33]=1.[Cl-].[NH4+].CCOC(C)=O, predict the reaction product. The product is: [NH2:10][CH2:9][CH:8]([C:7]1[C:2]([CH3:1])=[C:3]([NH:28][C:29](=[O:38])[O:30][CH2:31][C:32]2[CH:33]=[CH:34][CH:35]=[CH:36][CH:37]=2)[CH:4]=[CH:5][CH:6]=1)[C:13]1[C:21]2[C:16](=[CH:17][C:18]([N:22]3[CH2:23][CH2:24][O:25][CH2:26][CH2:27]3)=[CH:19][CH:20]=2)[NH:15][CH:14]=1. (8) Given the reactants C[O:2][C:3](=[O:70])[CH2:4][NH:5][C:6](=[O:69])[C@H:7]([CH:66]([CH3:68])[CH3:67])[NH:8][C:9](=[O:65])[CH2:10][NH:11][C:12](=[O:64])[C@@H:13]1[CH2:17][CH2:16][CH2:15][N:14]1[C:18](=[O:63])[C@H:19]([CH:60]([CH3:62])[CH3:61])[NH:20][C:21](=[O:59])[CH2:22][NH:23][C:24](=[O:58])[C@H:25]([CH:55]([CH3:57])[CH3:56])[NH:26][C:27](=[O:54])[CH2:28][NH:29][C:30](=[O:53])[C@@H:31]1[CH2:35][CH2:34][CH2:33][N:32]1[C:36](=[O:52])[C@H:37]([CH:49]([CH3:51])[CH3:50])[NH:38][C:39]([O:41][CH2:42][C:43]1[CH:48]=[CH:47][CH:46]=[CH:45][CH:44]=1)=[O:40].[Li+].[OH-].Cl, predict the reaction product. The product is: [C:39]([NH:38][C@H:37]([C:36]([N:32]1[CH2:33][CH2:34][CH2:35][C@H:31]1[C:30]([NH:29][CH2:28][C:27]([NH:26][C@H:25]([C:24]([NH:23][CH2:22][C:21]([NH:20][C@H:19]([C:18]([N:14]1[CH2:15][CH2:16][CH2:17][C@H:13]1[C:12]([NH:11][CH2:10][C:9]([NH:8][C@H:7]([C:6]([NH:5][CH2:4][C:3]([OH:70])=[O:2])=[O:69])[CH:66]([CH3:68])[CH3:67])=[O:65])=[O:64])=[O:63])[CH:60]([CH3:62])[CH3:61])=[O:59])=[O:58])[CH:55]([CH3:57])[CH3:56])=[O:54])=[O:53])=[O:52])[CH:49]([CH3:50])[CH3:51])([O:41][CH2:42][C:43]1[CH:48]=[CH:47][CH:46]=[CH:45][CH:44]=1)=[O:40]. (9) Given the reactants [Cl:1][C:2]1[N:7]=[C:6]2[O:8][C:9]([C:15]3[CH:20]=[CH:19][C:18]([F:21])=[CH:17][CH:16]=3)=[C:10]([C:11](=[O:14])[NH:12][CH3:13])[C:5]2=[CH:4][C:3]=1[C:22]1[CH:23]=[N:24][CH:25]=[C:26]([CH:30]=1)[C:27]([OH:29])=O.C(N(C(C)C)C(C)C)C.Cl.[C:41]12([NH2:46])[CH2:45][CH:43]([CH2:44]1)[CH2:42]2.CN(C(ON1N=NC2C=CC=NC1=2)=[N+](C)C)C.F[P-](F)(F)(F)(F)F, predict the reaction product. The product is: [C:41]12([NH:46][C:27]([C:26]3[CH:30]=[C:22]([C:3]4[CH:4]=[C:5]5[C:10]([C:11]([NH:12][CH3:13])=[O:14])=[C:9]([C:15]6[CH:16]=[CH:17][C:18]([F:21])=[CH:19][CH:20]=6)[O:8][C:6]5=[N:7][C:2]=4[Cl:1])[CH:23]=[N:24][CH:25]=3)=[O:29])[CH2:45][CH:43]([CH2:44]1)[CH2:42]2.